Predict the product of the given reaction. From a dataset of Forward reaction prediction with 1.9M reactions from USPTO patents (1976-2016). (1) Given the reactants [Br:1][C:2]1[CH:3]=[C:4]2[C:9](=[CH:10][CH:11]=1)[CH2:8][C@@H:7]([NH:12][C:13](=[O:22])[C:14]1[CH:19]=[CH:18][C:17]([O:20][CH3:21])=[CH:16][CH:15]=1)[CH2:6][CH2:5]2.Br, predict the reaction product. The product is: [Br:1][C:2]1[CH:3]=[C:4]2[C:9](=[CH:10][CH:11]=1)[CH2:8][C@@H:7]([NH:12][C:13](=[O:22])[C:14]1[CH:15]=[CH:16][C:17]([O:20][CH3:21])=[CH:18][CH:19]=1)[CH2:6][CH2:5]2.[Br:1][C:2]1[CH:3]=[C:4]2[C:9](=[CH:10][CH:11]=1)[CH2:8][C@H:7]([NH:12][C:13](=[O:22])[C:14]1[CH:15]=[CH:16][C:17]([O:20][CH3:21])=[CH:18][CH:19]=1)[CH2:6][CH2:5]2. (2) The product is: [OH:8][C:9]1[CH:10]=[C:11]([O:19][C@@H:20]([C@H:22]2[CH2:26][N:25]([C@@H:27]([C:29]3[CH:34]=[CH:33][C:32]([OH:35])=[CH:31][CH:30]=3)[CH3:28])[C:24](=[O:37])[CH2:23]2)[CH3:21])[C:12]2[S:16][C:15]([CH3:17])=[N:14][C:13]=2[CH:18]=1. Given the reactants C([O:8][C:9]1[CH:10]=[C:11]([O:19][C@@H:20]([C@H:22]2[CH2:26][N:25]([C@@H:27]([C:29]3[CH:34]=[CH:33][C:32]([O:35]C)=[CH:31][CH:30]=3)[CH3:28])[C:24](=[O:37])[CH2:23]2)[CH3:21])[C:12]2[S:16][C:15]([CH3:17])=[N:14][C:13]=2[CH:18]=1)C1C=CC=CC=1.B(Br)(Br)Br.CO.CCN(CC)CC.N(CC)CC, predict the reaction product. (3) Given the reactants [Si:1]([O:8][CH2:9][C:10]([C:13]1[CH:14]=[C:15](B(O)O)[C:16]([F:19])=[N:17][CH:18]=1)([CH3:12])[CH3:11])([C:4]([CH3:7])([CH3:6])[CH3:5])([CH3:3])[CH3:2].Cl[C:24]1[N:29]=[C:28]([CH3:30])[N:27]=[C:26]([NH2:31])[N:25]=1.C([O-])(=O)C.[K+], predict the reaction product. The product is: [Si:1]([O:8][CH2:9][C:10]([C:13]1[CH:14]=[C:15]([C:24]2[N:29]=[C:28]([CH3:30])[N:27]=[C:26]([NH2:31])[N:25]=2)[C:16]([F:19])=[N:17][CH:18]=1)([CH3:12])[CH3:11])([C:4]([CH3:7])([CH3:6])[CH3:5])([CH3:3])[CH3:2]. (4) Given the reactants [C:1]1([C:7]2[NH:8][C:9]3[CH:10]=[CH:11][CH:12]=[C:13]4[C:19](=[O:20])[NH:18][CH2:17][CH2:16][C:15]=2[C:14]=34)[CH:6]=[CH:5]C=C[CH:2]=1.[S:21]1C=CC(B(O)O)=C1, predict the reaction product. The product is: [S:21]1[CH:5]=[CH:6][C:1]([C:7]2[NH:8][C:9]3[CH:10]=[CH:11][CH:12]=[C:13]4[C:19](=[O:20])[NH:18][CH2:17][CH2:16][C:15]=2[C:14]=34)=[CH:2]1. (5) Given the reactants F[C:2]1[CH:9]=[CH:8][CH:7]=[C:6]([O:10][CH2:11][CH:12]2[CH2:17][CH2:16][CH:15]([CH2:18][C:19]3[CH:24]=[CH:23][CH:22]=[CH:21][C:20]=3[F:25])[CH2:14][CH2:13]2)[C:3]=1[C:4]#[N:5].C(=O)(O)O.[NH2:30][C:31]([NH2:33])=[NH:32], predict the reaction product. The product is: [F:25][C:20]1[CH:21]=[CH:22][CH:23]=[CH:24][C:19]=1[CH2:18][CH:15]1[CH2:14][CH2:13][CH:12]([CH2:11][O:10][C:6]2[CH:7]=[CH:8][CH:9]=[C:2]3[C:3]=2[C:4]([NH2:5])=[N:32][C:31]([NH2:33])=[N:30]3)[CH2:17][CH2:16]1.